Dataset: Reaction yield outcomes from USPTO patents with 853,638 reactions. Task: Predict the reaction yield, written as a fraction of the theoretical maximum amount of product (1.0 means a 100% yield; for example, 0.34 means a 34% yield). (1) The yield is 0.390. The reactants are C(OC([NH:8][C@H:9]([CH2:13][CH:14]([CH3:16])[CH3:15])[C:10]([OH:12])=O)=O)(C)(C)C.[NH2:17][C:18]1[CH:23]=[CH:22][C:21]([C:24]2[CH:29]=[CH:28][N:27]=[C:26]([NH:30][C:31](=[O:33])[CH3:32])[CH:25]=2)=[CH:20][CH:19]=1. No catalyst specified. The product is [C:31]([NH:30][C:26]1[CH:25]=[C:24]([C:21]2[CH:22]=[CH:23][C:18]([NH:17][C:10](=[O:12])[C@H:9]([NH2:8])[CH2:13][CH:14]([CH3:15])[CH3:16])=[CH:19][CH:20]=2)[CH:29]=[CH:28][N:27]=1)(=[O:33])[CH3:32]. (2) The catalyst is CC(N(C)C)=O.CCOC(C)=O. The reactants are F[C:2]1[C:3]([S:15]([CH3:18])(=[O:17])=[O:16])=[CH:4][C:5]([N+:12]([O-:14])=[O:13])=[C:6]([CH:11]=1)[C:7]([O:9][CH3:10])=[O:8].[NH:19]([CH2:23][CH2:24][OH:25])[CH2:20][CH2:21][OH:22]. The product is [OH:22][CH2:21][CH2:20][N:19]([CH2:23][CH2:24][OH:25])[C:2]1[C:3]([S:15]([CH3:18])(=[O:17])=[O:16])=[CH:4][C:5]([N+:12]([O-:14])=[O:13])=[C:6]([CH:11]=1)[C:7]([O:9][CH3:10])=[O:8]. The yield is 0.730.